Dataset: Reaction yield outcomes from USPTO patents with 853,638 reactions. Task: Predict the reaction yield, written as a fraction of the theoretical maximum amount of product (1.0 means a 100% yield; for example, 0.34 means a 34% yield). (1) The reactants are [OH:1][CH2:2][C@H:3]1[CH2:8][CH2:7][CH2:6][N:5]([C:9]([O:11][C:12]([CH3:15])([CH3:14])[CH3:13])=[O:10])[CH2:4]1.I(C1C=CC=CC=1C(O)=O)(=O)=O. The catalyst is C(OCC)(=O)C. The product is [C:12]([O:11][C:9]([N:5]1[CH2:6][CH2:7][CH2:8][C@H:3]([CH:2]=[O:1])[CH2:4]1)=[O:10])([CH3:15])([CH3:14])[CH3:13]. The yield is 1.00. (2) The reactants are [Cl:1][C:2]1[CH:7]=[CH:6][C:5]([N:8]2[C:12]([C:13]([F:16])([F:15])[F:14])=[C:11]([C:17]([O:19]CC)=[O:18])[N:10]=[CH:9]2)=[CH:4][CH:3]=1.[OH-].[Na+]. The catalyst is CCO.O. The product is [Cl:1][C:2]1[CH:3]=[CH:4][C:5]([N:8]2[C:12]([C:13]([F:16])([F:14])[F:15])=[C:11]([C:17]([OH:19])=[O:18])[N:10]=[CH:9]2)=[CH:6][CH:7]=1. The yield is 0.548. (3) The reactants are CS(O[CH2:6][CH:7]([NH:15][C:16]([O:18][C:19]([CH3:22])([CH3:21])[CH3:20])=[O:17])[C:8]1[CH:13]=[CH:12][C:11]([Cl:14])=[CH:10][CH:9]=1)(=O)=O.[N-:23]=[N+]=[N-].[Na+].C(O)C. The catalyst is CN(C=O)C.[Pd]. The product is [NH2:23][CH2:6][CH:7]([NH:15][C:16](=[O:17])[O:18][C:19]([CH3:22])([CH3:21])[CH3:20])[C:8]1[CH:13]=[CH:12][C:11]([Cl:14])=[CH:10][CH:9]=1. The yield is 0.990. (4) The reactants are [Cl:1][C:2]1[C:3]([CH3:39])=[C:4]([C:17]2[CH:22]=[CH:21][CH:20]=[C:19]([CH2:23][O:24][C:25]3[CH:38]=[CH:37][C:28]4[C@H:29]([CH2:32][C:33]([O:35]C)=[O:34])[CH2:30][O:31][C:27]=4[CH:26]=3)[CH:18]=2)[C:5]([CH3:16])=[CH:6][C:7]=1[O:8][CH2:9][CH2:10][CH2:11][S:12]([CH3:15])(=[O:14])=[O:13].CO.[OH-].[Na+].Cl. The catalyst is O.O1CCCC1. The product is [Cl:1][C:2]1[C:3]([CH3:39])=[C:4]([C:17]2[CH:22]=[CH:21][CH:20]=[C:19]([CH2:23][O:24][C:25]3[CH:38]=[CH:37][C:28]4[C@H:29]([CH2:32][C:33]([OH:35])=[O:34])[CH2:30][O:31][C:27]=4[CH:26]=3)[CH:18]=2)[C:5]([CH3:16])=[CH:6][C:7]=1[O:8][CH2:9][CH2:10][CH2:11][S:12]([CH3:15])(=[O:13])=[O:14]. The yield is 0.630. (5) The reactants are C[Si](C)(C)[N-][Si](C)(C)C.[Li+].[O:11]=[C:12]1[N:16]([C:17]([O:19][C:20]([CH3:23])([CH3:22])[CH3:21])=[O:18])[C@H:15]([C:24]([O:26][CH3:27])=[O:25])[CH2:14][CH2:13]1.CI.[CH3:30]C(O)=O. The catalyst is C1COCC1. The product is [CH3:30][C@H:13]1[C:12](=[O:11])[N:16]([C:17]([O:19][C:20]([CH3:23])([CH3:22])[CH3:21])=[O:18])[C@H:15]([C:24]([O:26][CH3:27])=[O:25])[CH2:14]1. The yield is 0.220. (6) The reactants are [CH3:1][C:2]1([CH3:24])[O:6][C@H:5]([CH2:7][O:8][C:9]2[CH:14]=[CH:13][C:12](B3OC(C)(C)C(C)(C)O3)=[CH:11][CH:10]=2)[CH2:4][O:3]1.Cl[C:26]1[N:31]=[C:30]([NH:32][C:33]([C:35]2([C:38]3[CH:48]=[CH:47][C:41]4[O:42][C:43]([F:46])([F:45])[O:44][C:40]=4[CH:39]=3)[CH2:37][CH2:36]2)=[O:34])[CH:29]=[CH:28][C:27]=1[CH3:49]. The catalyst is COCCOC.C([O-])([O-])=O.[Na+].[Na+].C1C=CC([P]([Pd]([P](C2C=CC=CC=2)(C2C=CC=CC=2)C2C=CC=CC=2)([P](C2C=CC=CC=2)(C2C=CC=CC=2)C2C=CC=CC=2)[P](C2C=CC=CC=2)(C2C=CC=CC=2)C2C=CC=CC=2)(C2C=CC=CC=2)C2C=CC=CC=2)=CC=1. The product is [F:46][C:43]1([F:45])[O:42][C:41]2[CH:47]=[CH:48][C:38]([C:35]3([C:33]([NH:32][C:30]4[CH:29]=[CH:28][C:27]([CH3:49])=[C:26]([C:12]5[CH:11]=[CH:10][C:9]([O:8][CH2:7][C@@H:5]6[CH2:4][O:3][C:2]([CH3:1])([CH3:24])[O:6]6)=[CH:14][CH:13]=5)[N:31]=4)=[O:34])[CH2:37][CH2:36]3)=[CH:39][C:40]=2[O:44]1. The yield is 0.790. (7) The product is [CH3:18][O:19][CH2:20][CH2:21][O:22][C@@H:6]1[C@H:7]([OH:12])[C@@H:8]([CH2:10][OH:11])[O:9][C@H:5]1[N:4]1[CH:3]=[C:2]([CH3:1])[C:16](=[O:17])[NH:15][C:14]1=[O:13]. The catalyst is COCCO. The yield is 0.630. The reactants are [CH3:1][C:2]1[C:16](=[O:17])[N:15]=[C:14]2[N:4]([C@@H:5]3[O:9][C@H:8]([CH2:10][OH:11])[C@@H:7]([OH:12])[C@@H:6]3[O:13]2)[CH:3]=1.[CH3:18][O:19][CH2:20][CH2:21][O:22]B([O:22][CH2:21][CH2:20][O:19][CH3:18])[O:22][CH2:21][CH2:20][O:19][CH3:18]. (8) The product is [Cl:33][C:31]1[CH:32]=[C:27]([NH:1][C:2]2[N:10]=[C:9]3[C:5]([N:6]([CH2:18][O:19][CH2:20][CH2:21][Si:22]([CH3:25])([CH3:24])[CH3:23])[C:7](=[O:17])[N:8]3[CH:11]3[CH2:12][CH2:13][O:14][CH2:15][CH2:16]3)=[CH:4][N:3]=2)[C:28](=[O:34])[NH:29][N:30]=1. The catalyst is C1C=CC(/C=C/C(/C=C/C2C=CC=CC=2)=O)=CC=1.C1C=CC(/C=C/C(/C=C/C2C=CC=CC=2)=O)=CC=1.C1C=CC(/C=C/C(/C=C/C2C=CC=CC=2)=O)=CC=1.[Pd].[Pd].O1CCOCC1. The reactants are [NH2:1][C:2]1[N:10]=[C:9]2[C:5]([N:6]([CH2:18][O:19][CH2:20][CH2:21][Si:22]([CH3:25])([CH3:24])[CH3:23])[C:7](=[O:17])[N:8]2[CH:11]2[CH2:16][CH2:15][O:14][CH2:13][CH2:12]2)=[CH:4][N:3]=1.Br[C:27]1[C:28](=[O:34])[NH:29][N:30]=[C:31]([Cl:33])[CH:32]=1.C(=O)([O-])[O-].[Cs+].[Cs+].CC1(C)C2C=CC=C(P(C3C=CC=CC=3)C3C=CC=CC=3)C=2OC2C1=CC=CC=2P(C1C=CC=CC=1)C1C=CC=CC=1. The yield is 0.740. (9) The reactants are [CH3:1][C:2]1[CH:10]=[CH:9][CH:8]=[C:7]([CH3:11])[C:3]=1[C:4](O)=[O:5]. The catalyst is C1COCC1. The product is [CH3:1][C:2]1[CH:10]=[CH:9][CH:8]=[C:7]([CH3:11])[C:3]=1[CH2:4][OH:5]. The yield is 0.510.